From a dataset of Catalyst prediction with 721,799 reactions and 888 catalyst types from USPTO. Predict which catalyst facilitates the given reaction. Reactant: [I:1][C:2]1[CH:6]=[CH:5][NH:4][N:3]=1.[H-].[Na+].F[C:10]1[CH:11]=[N:12][CH:13]=[C:14]([C:16]([F:19])([F:18])[F:17])[CH:15]=1. Product: [I:1][C:2]1[CH:6]=[CH:5][N:4]([C:10]2[CH:11]=[N:12][CH:13]=[C:14]([C:16]([F:19])([F:18])[F:17])[CH:15]=2)[N:3]=1. The catalyst class is: 16.